From a dataset of Forward reaction prediction with 1.9M reactions from USPTO patents (1976-2016). Predict the product of the given reaction. (1) Given the reactants C1([C:4]2[CH:5]=[C:6]3[C:11](=[CH:12][C:13]=2[CH:14]=[O:15])[N:10]([CH3:16])[C:9](=[O:17])[CH2:8][CH2:7]3)CC1.[C:18]([O-])(=[O:20])[CH3:19].[NH4+].CO[C@@H]1[C@@H](C(OC)=O)[C@@H]2[C@@H](CN3[C@H](C2)C2NC4C=C(OC)C=CC=4C=2CC3)C[C@H]1OC(C1C=C(OC)C(OC)=C(OC)C=1)=O, predict the reaction product. The product is: [CH2:18]([O:20][C:4]1[CH:5]=[C:6]2[C:11](=[CH:12][C:13]=1[CH:14]=[O:15])[N:10]([CH3:16])[C:9](=[O:17])[CH2:8][CH2:7]2)[CH3:19]. (2) Given the reactants [Br:1][C:2]1[N:3]([C:12]2[C:21]3[C:16](=[CH:17][CH:18]=[CH:19][CH:20]=3)[C:15]([CH:22]3[CH2:24][CH2:23]3)=[CH:14][CH:13]=2)[C:4]([S:7][CH2:8][C:9]([OH:11])=O)=[N:5][N:6]=1.[OH-:25].[Na+].O[NH2:28].O, predict the reaction product. The product is: [Br:1][C:2]1[N:3]([C:12]2[C:21]3[C:16](=[CH:17][CH:18]=[CH:19][CH:20]=3)[C:15]([CH:22]3[CH2:24][CH2:23]3)=[CH:14][CH:13]=2)[C:4]([S:7][CH2:8][C:9]([NH:28][OH:25])=[O:11])=[N:5][N:6]=1.